From a dataset of Catalyst prediction with 721,799 reactions and 888 catalyst types from USPTO. Predict which catalyst facilitates the given reaction. Reactant: [CH2:1]([O:3][C:4]1[CH:5]=[C:6]([N:10]2[CH:14]=[C:13]([C:15]([O:17]CC)=[O:16])[N:12]=[C:11]2[C:20]2[CH:25]=[CH:24][C:23]([CH3:26])=[CH:22][CH:21]=2)[CH:7]=[CH:8][CH:9]=1)[CH3:2].C(=O)(O)[O-].[Na+].BrCC(=O)C(OCC)=O. Product: [CH2:1]([O:3][C:4]1[CH:5]=[C:6]([N:10]2[CH:14]=[C:13]([C:15]([OH:17])=[O:16])[N:12]=[C:11]2[C:20]2[CH:21]=[CH:22][C:23]([CH3:26])=[CH:24][CH:25]=2)[CH:7]=[CH:8][CH:9]=1)[CH3:2]. The catalyst class is: 12.